From a dataset of NCI-60 drug combinations with 297,098 pairs across 59 cell lines. Regression. Given two drug SMILES strings and cell line genomic features, predict the synergy score measuring deviation from expected non-interaction effect. (1) Drug 1: CCCS(=O)(=O)NC1=C(C(=C(C=C1)F)C(=O)C2=CNC3=C2C=C(C=N3)C4=CC=C(C=C4)Cl)F. Drug 2: C1=C(C(=O)NC(=O)N1)N(CCCl)CCCl. Cell line: HCC-2998. Synergy scores: CSS=-9.13, Synergy_ZIP=3.47, Synergy_Bliss=2.16, Synergy_Loewe=-11.3, Synergy_HSA=-8.77. (2) Drug 1: C1=NC2=C(N1)C(=S)N=C(N2)N. Drug 2: CC1=C(C(=CC=C1)Cl)NC(=O)C2=CN=C(S2)NC3=CC(=NC(=N3)C)N4CCN(CC4)CCO. Cell line: OVCAR-8. Synergy scores: CSS=36.0, Synergy_ZIP=-0.774, Synergy_Bliss=2.82, Synergy_Loewe=-0.923, Synergy_HSA=2.99.